From a dataset of Forward reaction prediction with 1.9M reactions from USPTO patents (1976-2016). Predict the product of the given reaction. (1) Given the reactants I[C:2]1[CH:7]=[CH:6][C:5]([N:8]2[C@@H:12]([C:13]3[CH:18]=[CH:17][CH:16]=[CH:15][CH:14]=3)[C:11]([CH3:20])([CH3:19])[O:10][C:9]2=[O:21])=[CH:4][CH:3]=1.[N:22]1[CH:27]=[CH:26][CH:25]=[N:24][C:23]=1[C:28]1[CH:29]=[CH:30][C:31](=[O:34])[NH:32][CH:33]=1.P([O-])([O-])([O-])=O.[K+].[K+].[K+].CNCCNC, predict the reaction product. The product is: [CH3:19][C:11]1([CH3:20])[O:10][C:9](=[O:21])[N:8]([C:5]2[CH:6]=[CH:7][C:2]([N:32]3[CH:33]=[C:28]([C:23]4[N:22]=[CH:27][CH:26]=[CH:25][N:24]=4)[CH:29]=[CH:30][C:31]3=[O:34])=[CH:3][CH:4]=2)[C@H:12]1[C:13]1[CH:18]=[CH:17][CH:16]=[CH:15][CH:14]=1. (2) Given the reactants B.O1CCCC1.[C:7]([CH2:10][C:11]1[CH:19]=[CH:18][CH:17]=[CH:16][C:12]=1[C:13](O)=[O:14])(O)=[O:8].C(O)(=O)CC(CC(O)=O)(C(O)=O)O, predict the reaction product. The product is: [OH:14][CH2:13][C:12]1[CH:16]=[CH:17][CH:18]=[CH:19][C:11]=1[CH2:10][CH2:7][OH:8]. (3) Given the reactants [CH3:1][O:2][C:3]1[CH:4]=[C:5]([CH:8]=[CH:9][CH:10]=1)[CH:6]=O.[CH:11]1([NH2:14])[CH2:13][CH2:12]1, predict the reaction product. The product is: [CH:11]1([NH:14][CH2:6][C:5]2[CH:8]=[CH:9][CH:10]=[C:3]([O:2][CH3:1])[CH:4]=2)[CH2:13][CH2:12]1. (4) Given the reactants [NH2:1][C:2]1[CH:15]=[CH:14][C:5]([C:6]([C:8]2[CH:13]=[CH:12][CH:11]=[CH:10][CH:9]=2)=[O:7])=[CH:4][CH:3]=1.[C:16]1([C:25]2[CH:30]=[CH:29][CH:28]=[CH:27][CH:26]=2)[CH:21]=[CH:20][C:19]([C:22](Cl)=[O:23])=[CH:18][CH:17]=1.C(N(CC)CC)C, predict the reaction product. The product is: [C:6]([C:5]1[CH:4]=[CH:3][C:2]([NH:1][C:22]([C:19]2[CH:20]=[CH:21][C:16]([C:25]3[CH:26]=[CH:27][CH:28]=[CH:29][CH:30]=3)=[CH:17][CH:18]=2)=[O:23])=[CH:15][CH:14]=1)(=[O:7])[C:8]1[CH:13]=[CH:12][CH:11]=[CH:10][CH:9]=1. (5) Given the reactants Cl.[Cl:2][C:3]1[CH:4]=[CH:5][C:6]([O:9][C:10]2[CH:11]=[C:12]([C@H:16]3[CH2:20][C:19]4([CH2:25][CH2:24][NH:23][CH2:22][CH2:21]4)[O:18][CH2:17]3)[CH:13]=[CH:14][CH:15]=2)=[N:7][CH:8]=1.[N:26]1[CH:31]=[CH:30][CH:29]=[C:28]([NH:32][C:33](=O)[O:34]C2C=CC=CC=2)[N:27]=1.CCN(C(C)C)C(C)C.CCO, predict the reaction product. The product is: [Cl:2][C:3]1[CH:4]=[CH:5][C:6]([O:9][C:10]2[CH:11]=[C:12]([C@H:16]3[CH2:20][C:19]4([CH2:25][CH2:24][N:23]([C:33]([NH:32][C:28]5[N:27]=[N:26][CH:31]=[CH:30][CH:29]=5)=[O:34])[CH2:22][CH2:21]4)[O:18][CH2:17]3)[CH:13]=[CH:14][CH:15]=2)=[N:7][CH:8]=1. (6) Given the reactants [C:1](Cl)(=[O:4])[CH2:2][CH3:3].[O:6]=[C:7]1[C:11]2([CH2:14][CH2:13][CH2:12]2)[N:10]([C:15]2[CH:20]=[CH:19][C:18]([O:21][CH:22]3[CH2:27][CH2:26][NH:25][CH2:24][CH2:23]3)=[CH:17][CH:16]=2)[C:9](=[S:28])[N:8]1[C:29]1[CH:30]=[C:31]([C:37]([F:40])([F:39])[F:38])[C:32]([C:35]#[N:36])=[N:33][CH:34]=1.C(N(CC)CC)C.CO, predict the reaction product. The product is: [O:6]=[C:7]1[C:11]2([CH2:14][CH2:13][CH2:12]2)[N:10]([C:15]2[CH:20]=[CH:19][C:18]([O:21][CH:22]3[CH2:27][CH2:26][N:25]([C:1](=[O:4])[CH2:2][CH3:3])[CH2:24][CH2:23]3)=[CH:17][CH:16]=2)[C:9](=[S:28])[N:8]1[C:29]1[CH:30]=[C:31]([C:37]([F:39])([F:38])[F:40])[C:32]([C:35]#[N:36])=[N:33][CH:34]=1. (7) Given the reactants OC(C(F)(F)F)=O.[N:8]1([CH2:14][C:15]2[N:16]=[N:17][C:18]3[C:19](=[C:21]([NH2:26])[N:22]=[C:23]([NH2:25])[N:24]=3)[N:20]=2)[CH2:13][CH2:12][NH:11][CH2:10][CH2:9]1.Cl[CH2:28][C:29]1[C:38]2[C:33](=[CH:34][CH:35]=[CH:36][CH:37]=2)[CH:32]=[CH:31][CH:30]=1.C(=O)([O-])[O-].[K+].[K+].CC#N.O, predict the reaction product. The product is: [C:29]1([CH2:28][N:11]2[CH2:12][CH2:13][N:8]([CH2:14][C:15]3[N:16]=[N:17][C:18]4[C:19](=[C:21]([NH2:26])[N:22]=[C:23]([NH2:25])[N:24]=4)[N:20]=3)[CH2:9][CH2:10]2)[C:38]2[C:33](=[CH:34][CH:35]=[CH:36][CH:37]=2)[CH:32]=[CH:31][CH:30]=1. (8) Given the reactants [H-].[Na+].[CH2:3]([O:6][C:7]1[CH:17]=[CH:16][C:10]([C:11]([O:13][CH2:14][CH3:15])=[O:12])=[CH:9][C:8]=1[CH:18]=O)[CH:4]=[CH2:5].[CH2:20]1COCC1, predict the reaction product. The product is: [CH2:3]([O:6][C:7]1[CH:17]=[CH:16][C:10]([C:11]([O:13][CH2:14][CH3:15])=[O:12])=[CH:9][C:8]=1[CH:18]=[CH2:20])[CH:4]=[CH2:5]. (9) Given the reactants [F:1][C:2]1[CH:3]=[CH:4][C:5]([N+:19]([O-])=O)=[C:6]([CH:18]=1)[O:7][CH:8]1[CH2:17][CH2:16][C:11]2([O:15][CH2:14][CH2:13][O:12]2)[CH2:10][CH2:9]1.C([O-])=O.[NH4+], predict the reaction product. The product is: [O:12]1[C:11]2([CH2:16][CH2:17][CH:8]([O:7][C:6]3[CH:18]=[C:2]([F:1])[CH:3]=[CH:4][C:5]=3[NH2:19])[CH2:9][CH2:10]2)[O:15][CH2:14][CH2:13]1. (10) Given the reactants N#N.[CH2:3]([O:5][C:6](=[O:11])[CH2:7][CH2:8][CH2:9]Br)[CH3:4].C(=O)([O-])[O-].[Cs+].[Cs+].[C:18]([O:22][C:23]([NH:25][C:26]1[C:35]([CH3:36])=[CH:34][C:33]([CH3:37])=[CH:32][C:27]=1[C:28]([O:30][CH3:31])=[O:29])=[O:24])([CH3:21])([CH3:20])[CH3:19], predict the reaction product. The product is: [C:18]([O:22][C:23]([N:25]([CH2:9][CH2:8][CH2:7][C:6]([O:5][CH2:3][CH3:4])=[O:11])[C:26]1[C:35]([CH3:36])=[CH:34][C:33]([CH3:37])=[CH:32][C:27]=1[C:28]([O:30][CH3:31])=[O:29])=[O:24])([CH3:21])([CH3:20])[CH3:19].